Dataset: NCI-60 drug combinations with 297,098 pairs across 59 cell lines. Task: Regression. Given two drug SMILES strings and cell line genomic features, predict the synergy score measuring deviation from expected non-interaction effect. (1) Cell line: NCI-H522. Drug 2: CC(C)NC(=O)C1=CC=C(C=C1)CNNC.Cl. Drug 1: CC1OCC2C(O1)C(C(C(O2)OC3C4COC(=O)C4C(C5=CC6=C(C=C35)OCO6)C7=CC(=C(C(=C7)OC)O)OC)O)O. Synergy scores: CSS=23.4, Synergy_ZIP=-5.86, Synergy_Bliss=-1.47, Synergy_Loewe=-18.5, Synergy_HSA=-2.52. (2) Drug 1: CS(=O)(=O)CCNCC1=CC=C(O1)C2=CC3=C(C=C2)N=CN=C3NC4=CC(=C(C=C4)OCC5=CC(=CC=C5)F)Cl. Drug 2: CC12CCC3C(C1CCC2OP(=O)(O)O)CCC4=C3C=CC(=C4)OC(=O)N(CCCl)CCCl.[Na+]. Cell line: RXF 393. Synergy scores: CSS=0.221, Synergy_ZIP=2.22, Synergy_Bliss=4.20, Synergy_Loewe=0.0911, Synergy_HSA=0.618.